This data is from TCR-epitope binding with 47,182 pairs between 192 epitopes and 23,139 TCRs. The task is: Binary Classification. Given a T-cell receptor sequence (or CDR3 region) and an epitope sequence, predict whether binding occurs between them. (1) Result: 0 (the TCR does not bind to the epitope). The epitope is KLMNIQQKL. The TCR CDR3 sequence is CSARDRAGKETQYF. (2) The epitope is SEVGPEHSLAEY. The TCR CDR3 sequence is CASSQRLAGEFNEQFF. Result: 1 (the TCR binds to the epitope). (3) The epitope is ALSKGVHFV. The TCR CDR3 sequence is CASSLTGNLYGYTF. Result: 1 (the TCR binds to the epitope). (4) The epitope is SEISMDNSPNL. The TCR CDR3 sequence is CASRRQGRDNEQFF. Result: 0 (the TCR does not bind to the epitope). (5) The epitope is TPINLVRDL. The TCR CDR3 sequence is CASRQGDNSPLHF. Result: 0 (the TCR does not bind to the epitope). (6) The epitope is ILGLPTQTV. The TCR CDR3 sequence is CASSQYAGQPYEQYF. Result: 1 (the TCR binds to the epitope). (7) The epitope is VLWAHGFEL. The TCR CDR3 sequence is CASSAGGGYTF. Result: 1 (the TCR binds to the epitope). (8) The epitope is YIFFASFYY. The TCR CDR3 sequence is CAISAPNSYEQYF. Result: 1 (the TCR binds to the epitope). (9) The epitope is IPIQASLPF. The TCR CDR3 sequence is CASSLGGWNTEAFF. Result: 1 (the TCR binds to the epitope).